From a dataset of Catalyst prediction with 721,799 reactions and 888 catalyst types from USPTO. Predict which catalyst facilitates the given reaction. (1) Reactant: [CH:1]1[C:2]([CH2:10][C@@H:11]([NH2:28])[CH2:12][C:13]([N:15]2[CH2:27][C:19]3=[N:20][N:21]=[C:22]([C:23]([F:26])([F:25])[F:24])[N:18]3[CH2:17][CH2:16]2)=[O:14])=[C:3]([F:9])[CH:4]=[C:5]([F:8])[C:6]=1[F:7].[C:29]([OH:36])(=[O:35])[CH2:30][CH2:31][C:32]([OH:34])=[O:33]. Product: [CH:1]1[C:2]([CH2:10][C@@H:11]([NH2:28])[CH2:12][C:13]([N:15]2[CH2:27][C:19]3=[N:20][N:21]=[C:22]([C:23]([F:26])([F:25])[F:24])[N:18]3[CH2:17][CH2:16]2)=[O:14])=[C:3]([F:9])[CH:4]=[C:5]([F:8])[C:6]=1[F:7].[C:29]([O-:36])(=[O:35])[CH2:30][CH2:31][C:32]([O-:34])=[O:33]. The catalyst class is: 32. (2) Reactant: [NH:1]1[C:9]2[C:4](=[CH:5][CH:6]=[CH:7][CH:8]=2)[C:3]([NH:10][C:11](=[O:15])OCC)=[N:2]1.[Cl:16][C:17]1[CH:22]=[CH:21][C:20]([C:23]2([OH:29])[CH2:28][CH2:27][NH:26][CH2:25][CH2:24]2)=[CH:19][C:18]=1[C:30]([F:33])([F:32])[F:31]. Product: [NH:1]1[C:9]2[C:4](=[CH:5][CH:6]=[CH:7][CH:8]=2)[C:3]([NH:10][C:11]([N:26]2[CH2:27][CH2:28][C:23]([C:20]3[CH:21]=[CH:22][C:17]([Cl:16])=[C:18]([C:30]([F:32])([F:31])[F:33])[CH:19]=3)([OH:29])[CH2:24][CH2:25]2)=[O:15])=[N:2]1. The catalyst class is: 16. (3) Reactant: [C:1]([O:6][C:7]1[CH:15]=[CH:14][C:13]([N+:16]([O-])=O)=[CH:12][C:8]=1[C:9]([OH:11])=[O:10])(=[O:5])[CH2:2][CH2:3][CH3:4].[ClH:19].[H][H].CC(C)=O. Product: [ClH:19].[C:1]([O:6][C:7]1[CH:15]=[CH:14][C:13]([NH2:16])=[CH:12][C:8]=1[C:9]([OH:11])=[O:10])(=[O:5])[CH2:2][CH2:3][CH3:4]. The catalyst class is: 505.